This data is from Catalyst prediction with 721,799 reactions and 888 catalyst types from USPTO. The task is: Predict which catalyst facilitates the given reaction. (1) Reactant: [CH3:1][O:2][CH:3]([O:16][CH3:17])[C:4]1[C:13]([CH:14]=[O:15])=[CH:12][C:11]2[CH2:10][CH2:9][CH2:8][NH:7][C:6]=2[N:5]=1.C1([O:24][C:25](=O)[NH:26][C:27]2[CH:32]=[C:31]([CH2:33][CH3:34])[C:30]([C:35]#[N:36])=[CH:29][N:28]=2)C=CC=CC=1. Product: [C:35]([C:30]1[C:31]([CH2:33][CH3:34])=[CH:32][C:27]([NH:26][C:25]([N:7]2[C:6]3[C:11](=[CH:12][C:13]([CH:14]=[O:15])=[C:4]([CH:3]([O:2][CH3:1])[O:16][CH3:17])[N:5]=3)[CH2:10][CH2:9][CH2:8]2)=[O:24])=[N:28][CH:29]=1)#[N:36]. The catalyst class is: 241. (2) Reactant: O[PH2]=O.[Cl:4][C:5]1[CH:6]=[CH:7][C:8]2[N:9]([C:11]([CH:14]([C:16]3[CH:17]=[C:18]4[C:23](=[CH:24][CH:25]=3)[N:22]=C[CH:20]=[CH:19]4)O)=[CH:12][N:13]=2)[N:10]=1.II. Product: [Cl:4][C:5]1[CH:6]=[CH:7][C:8]2[N:9]([C:11]([C:14]3[CH:16]=[CH:17][C:18]4[C:23](=[CH:24][CH:25]=[CH:20][CH:19]=4)[N:22]=3)=[CH:12][N:13]=2)[N:10]=1. The catalyst class is: 15. (3) Reactant: [C:1]([O:20][CH2:21][CH2:22][O:23][CH2:24][CH2:25][O:26][CH2:27][CH2:28][O:29][CH2:30][CH2:31][O:32][CH2:33][CH2:34][OH:35])([C:14]1[CH:19]=[CH:18][CH:17]=[CH:16][CH:15]=1)([C:8]1[CH:13]=[CH:12][CH:11]=[CH:10][CH:9]=1)[C:2]1[CH:7]=[CH:6][CH:5]=[CH:4][CH:3]=1.C(P(CCCC)CCCC)CCC.[C:49]([Si:53]([CH3:71])([CH3:70])[O:54][C:55]1[CH:56]=[C:57](O)[CH:58]=[C:59]([O:61][Si:62]([C:65]([CH3:68])([CH3:67])[CH3:66])([CH3:64])[CH3:63])[CH:60]=1)([CH3:52])([CH3:51])[CH3:50].N(C(N(C)C)=O)=NC(N(C)C)=O. Product: [C:65]([Si:62]([CH3:64])([CH3:63])[O:61][C:59]1[CH:58]=[C:57]([O:35][CH2:34][CH2:33][O:32][CH2:31][CH2:30][O:29][CH2:28][CH2:27][O:26][CH2:25][CH2:24][O:23][CH2:22][CH2:21][O:20][C:1]([C:2]2[CH:7]=[CH:6][CH:5]=[CH:4][CH:3]=2)([C:8]2[CH:13]=[CH:12][CH:11]=[CH:10][CH:9]=2)[C:14]2[CH:15]=[CH:16][CH:17]=[CH:18][CH:19]=2)[CH:56]=[C:55]([O:54][Si:53]([C:49]([CH3:52])([CH3:51])[CH3:50])([CH3:71])[CH3:70])[CH:60]=1)([CH3:68])([CH3:67])[CH3:66]. The catalyst class is: 133. (4) Reactant: [C:1]([CH2:3][O:4][C:5]1[CH:6]=[C:7]([CH:31]=[C:32]([O:34][CH3:35])[CH:33]=1)[C:8]([NH:10][CH:11]1[CH2:16][CH2:15][N:14]([CH2:17][C:18]2[CH:23]=[C:22]([O:24][CH2:25][CH3:26])[C:21](F)=[C:20]([O:28][CH2:29][CH3:30])[CH:19]=2)[CH2:13][CH2:12]1)=[O:9])#[N:2].C(OC(=O)C1C=C(OCC)C([Cl:49])=C(OCC)C=1)C.ClC1C(OCC)=CC(CN2CCC(NC(=O)C3C=C(OC)C=C(CO)C=3)CC2)=CC=1OCC.C([BH3-])#N.[Na+].C(N(C(C)C)C(C)C)C. Product: [Cl:49][C:21]1[C:22]([O:24][CH2:25][CH3:26])=[CH:23][C:18]([CH2:17][N:14]2[CH2:15][CH2:16][CH:11]([NH:10][C:8](=[O:9])[C:7]3[CH:31]=[C:32]([O:34][CH3:35])[CH:33]=[C:5]([O:4][CH2:3][C:1]#[N:2])[CH:6]=3)[CH2:12][CH2:13]2)=[CH:19][C:20]=1[O:28][CH2:29][CH3:30]. The catalyst class is: 212.